This data is from Full USPTO retrosynthesis dataset with 1.9M reactions from patents (1976-2016). The task is: Predict the reactants needed to synthesize the given product. (1) The reactants are: C1(C)C=CC=CC=1.Br[C:9]1[CH:14]=[CH:13][C:12]([O:15][CH3:16])=[CH:11][CH:10]=1.[CH2:17]([CH:20]([CH2:47][CH:48]=[CH2:49])[CH2:21][O:22][SiH2:23][C:24]1[CH:29]=[CH:28][C:27]([NH:30][C:31]2[CH:36]=[CH:35][C:34]([SiH2:37][O:38][CH2:39][CH:40]([CH2:44][CH:45]=[CH2:46])[CH2:41][CH:42]=[CH2:43])=[CH:33][CH:32]=2)=[CH:26][CH:25]=1)[CH:18]=[CH2:19].CC([O-])(C)C.[Na+]. Given the product [CH2:44]([CH:40]([CH2:41][CH:42]=[CH2:43])[CH2:39][O:38][SiH2:37][C:34]1[CH:35]=[CH:36][C:31]([N:30]([C:27]2[CH:26]=[CH:25][C:24]([SiH2:23][O:22][CH2:21][CH:20]([CH2:17][CH:18]=[CH2:19])[CH2:47][CH:48]=[CH2:49])=[CH:29][CH:28]=2)[C:9]2[CH:14]=[CH:13][C:12]([O:15][CH3:16])=[CH:11][CH:10]=2)=[CH:32][CH:33]=1)[CH:45]=[CH2:46], predict the reactants needed to synthesize it. (2) Given the product [OH2:3].[C:16]([O-:19])(=[O:18])[CH3:17].[Ca+2:10].[C:16]([O-:19])(=[O:18])[CH3:17].[OH2:12].[P:2]([O-:6])([O-:5])([O-:4])=[O:3].[K+:7].[K+:7].[K+:7], predict the reactants needed to synthesize it. The reactants are: O.[P:2]([O-:6])([O-:5])([O-:4])=[O:3].[K+:7].[K+].[K+].[Ca:10].P([O-])([O-])([O-])=[O:12].[C:16]([OH:19])(=[O:18])[CH3:17].